This data is from Full USPTO retrosynthesis dataset with 1.9M reactions from patents (1976-2016). The task is: Predict the reactants needed to synthesize the given product. (1) Given the product [CH2:1]([N:8]1[C@@H:14]([CH2:17][CH2:18][OH:19])[CH2:15][O:16][CH:10]([CH3:11])[C:9]1=[O:13])[C:2]1[CH:7]=[CH:6][CH:5]=[CH:4][CH:3]=1, predict the reactants needed to synthesize it. The reactants are: [CH2:1]([N:8]([C@@H:14]([CH2:17][CH2:18][OH:19])[CH2:15][OH:16])[C:9](=[O:13])[CH:10](Cl)[CH3:11])[C:2]1[CH:7]=[CH:6][CH:5]=[CH:4][CH:3]=1.CC(C)([O-])C.[K+]. (2) Given the product [CH:1]1([O:6][C:8]2[CH:9]=[C:10]([CH3:17])[CH:11]=[CH:12][C:13]=2[N+:14]([O-:16])=[O:15])[CH2:5][CH2:4][CH2:3][CH2:2]1.[CH:18]1([O:23][C:24]2[CH:30]=[C:29]([CH3:31])[CH:28]=[CH:27][C:25]=2[NH:26][C:1]([NH:32][C:33]2[S:34][CH:35]=[CH:36][N:37]=2)=[O:6])[CH2:22][CH2:21][CH2:20][CH2:19]1, predict the reactants needed to synthesize it. The reactants are: [CH:1]1([OH:6])[CH2:5][CH2:4][CH2:3][CH2:2]1.F[C:8]1[CH:9]=[C:10]([CH3:17])[CH:11]=[CH:12][C:13]=1[N+:14]([O-:16])=[O:15].[CH:18]1([O:23][C:24]2[CH:30]=[C:29]([CH3:31])[CH:28]=[CH:27][C:25]=2[NH2:26])[CH2:22][CH2:21][CH2:20][CH2:19]1.[NH2:32][C:33]1[S:34][CH:35]=[CH:36][N:37]=1. (3) Given the product [CH:20]([C:2]1[CH:9]=[C:8]([CH3:10])[C:5]([C:6]#[N:7])=[C:4]([CH3:11])[CH:3]=1)=[O:21], predict the reactants needed to synthesize it. The reactants are: Br[C:2]1[CH:9]=[C:8]([CH3:10])[C:5]([C:6]#[N:7])=[C:4]([CH3:11])[CH:3]=1.C([Li])CCC.CN([CH:20]=[O:21])C. (4) Given the product [CH2:32]([O:39][CH2:40][C:41]([N:43]([C:44]1[CH:45]=[CH:46][C:47]([NH:50][C:10]2[N:11]=[C:6]([NH:5][CH:1]3[CH2:4][CH2:3]3)[C:7]3[CH:31]=[CH:30][NH:29][C:8]=3[N:9]=2)=[CH:48][CH:49]=1)[CH3:51])=[O:42])[C:33]1[CH:34]=[CH:35][CH:36]=[CH:37][CH:38]=1, predict the reactants needed to synthesize it. The reactants are: [CH:1]1([NH:5][C:6]2[C:7]3[CH:31]=[CH:30][NH:29][C:8]=3[N:9]=[C:10](NC3C=CC(S(N4CCC(O)CC4)(=O)=O)=CC=3)[N:11]=2)[CH2:4][CH2:3]C1.[CH2:32]([O:39][CH2:40][C:41]([N:43]([CH3:51])[C:44]1[CH:49]=[CH:48][C:47]([NH2:50])=[CH:46][CH:45]=1)=[O:42])[C:33]1[CH:38]=[CH:37][CH:36]=[CH:35][CH:34]=1. (5) The reactants are: [O:1]=[C:2]1[NH:7][C:6](=[O:8])[C:5]([C:9]2[N:14]=[C:13]([C:15]#[N:16])[CH:12]=[CH:11][CH:10]=2)=[CH:4][N:3]1[CH2:17][CH2:18][CH2:19][N:20]1[CH2:25][C@H:24]2[C@:22]([C:26]3[CH:31]=[CH:30][C:29]([C:32]([F:35])([F:34])[F:33])=[CH:28][CH:27]=3)([CH2:23]2)[CH2:21]1.[ClH:36]. Given the product [ClH:36].[ClH:36].[O:1]=[C:2]1[NH:7][C:6](=[O:8])[C:5]([C:9]2[N:14]=[C:13]([C:15]#[N:16])[CH:12]=[CH:11][CH:10]=2)=[CH:4][N:3]1[CH2:17][CH2:18][CH2:19][N:20]1[CH2:25][C@H:24]2[C@:22]([C:26]3[CH:27]=[CH:28][C:29]([C:32]([F:34])([F:35])[F:33])=[CH:30][CH:31]=3)([CH2:23]2)[CH2:21]1, predict the reactants needed to synthesize it. (6) The reactants are: O[CH2:2][C:3]1([C:6]2[C:11]([O:12][CH2:13][O:14][CH3:15])=[CH:10][CH:9]=[CH:8][C:7]=2[CH2:16][OH:17])[CH2:5][CH2:4]1.[Li]CCCC.CCCCCC.S(Cl)(C1C=CC(C)=CC=1)(=O)=O. Given the product [CH3:15][O:14][CH2:13][O:12][C:11]1[C:6]2[C:3]3([CH2:2][O:17][CH2:16][C:7]=2[CH:8]=[CH:9][CH:10]=1)[CH2:4][CH2:5]3, predict the reactants needed to synthesize it.